This data is from Full USPTO retrosynthesis dataset with 1.9M reactions from patents (1976-2016). The task is: Predict the reactants needed to synthesize the given product. (1) Given the product [Br:21][C:12]1[CH:13]=[C:14]([O:19][CH3:20])[C:15]([O:17][CH3:18])=[CH:16][C:11]=1[C:9]1[CH:8]=[N:7][C:6]2=[C:2]([N:22]3[CH2:27][CH2:26][O:25][CH2:24][CH2:23]3)[S:3][N:4]=[C:5]2[CH:10]=1, predict the reactants needed to synthesize it. The reactants are: Br[C:2]1[S:3][N:4]=[C:5]2[CH:10]=[C:9]([C:11]3[CH:16]=[C:15]([O:17][CH3:18])[C:14]([O:19][CH3:20])=[CH:13][C:12]=3[Br:21])[CH:8]=[N:7][C:6]=12.[NH:22]1[CH2:27][CH2:26][O:25][CH2:24][CH2:23]1. (2) Given the product [F:6][C:7]1[CH:12]=[CH:11][C:10]([S:13]([Cl:21])(=[O:15])=[O:14])=[CH:9][C:8]=1[N+:17]([O-:19])=[O:18], predict the reactants needed to synthesize it. The reactants are: P(Cl)(Cl)(Cl)=O.[F:6][C:7]1[CH:12]=[CH:11][C:10]([S:13](O)(=[O:15])=[O:14])=[CH:9][C:8]=1[N+:17]([O-:19])=[O:18].P(Cl)(Cl)(Cl)(Cl)[Cl:21]. (3) The reactants are: [N:1]([CH2:4][C@H:5]([N:7]1[CH:16]=[CH:15][C:14]2[C:9](=[CH:10][CH:11]=[C:12]([CH3:32])[C:13]=2[NH:17][C:18](=[O:31])[CH2:19][C:20]2[CH:25]=[CH:24][C:23]([C:26]([F:29])([F:28])[F:27])=[C:22]([F:30])[CH:21]=2)[C:8]1=[O:33])[CH3:6])=[N+]=[N-].C(O)C.[Cl-].[NH4+].O. Given the product [NH2:1][CH2:4][C@H:5]([N:7]1[CH:16]=[CH:15][C:14]2[C:9](=[CH:10][CH:11]=[C:12]([CH3:32])[C:13]=2[NH:17][C:18](=[O:31])[CH2:19][C:20]2[CH:25]=[CH:24][C:23]([C:26]([F:28])([F:29])[F:27])=[C:22]([F:30])[CH:21]=2)[C:8]1=[O:33])[CH3:6], predict the reactants needed to synthesize it. (4) Given the product [C:1]([O:5][C:6]([NH:7][C@H:8]([C:10]1[N:39]([C:40]2[CH:41]=[CH:42][CH:43]=[CH:44][CH:45]=2)[C:28]2[C:29]([CH2:30][O:31][C:32](=[O:34])[CH3:33])=[C:35]([F:38])[CH:36]=[CH:37][C:27]=2[N:11]=1)[CH3:9])=[O:13])([CH3:4])([CH3:3])[CH3:2], predict the reactants needed to synthesize it. The reactants are: [C:1]([O:5][C:6](=[O:13])[NH:7][C@H:8]([C:10](=O)[NH2:11])[CH3:9])([CH3:4])([CH3:3])[CH3:2].F[B-](F)(F)F.C([O+](CC)CC)C.N[C:27]1[C:28]([NH:39][C:40]2[CH:45]=[CH:44][CH:43]=[CH:42][CH:41]=2)=[C:29]([C:35]([F:38])=[CH:36][CH:37]=1)[CH2:30][O:31][C:32](=[O:34])[CH3:33]. (5) Given the product [CH3:7][C:5]1[N:6]=[C:2]([NH:1][C:9](=[O:10])[O:11][C:12]2[CH:17]=[CH:16][CH:15]=[CH:14][CH:13]=2)[S:3][CH:4]=1, predict the reactants needed to synthesize it. The reactants are: [NH2:1][C:2]1[S:3][CH:4]=[C:5]([CH3:7])[N:6]=1.Cl[C:9]([O:11][C:12]1[CH:17]=[CH:16][CH:15]=[CH:14][CH:13]=1)=[O:10]. (6) Given the product [C:21]([C:19]1[CH:18]=[C:17]([CH2:25][CH:3]([C:29](=[O:31])[CH3:30])[C:1](=[O:5])[CH3:4])[CH:16]=[C:15]([CH2:14][CH:9]([C:10](=[O:12])[CH3:11])[C:6](=[O:8])[CH3:7])[CH:20]=1)([CH3:24])([CH3:23])[CH3:22], predict the reactants needed to synthesize it. The reactants are: [C:1]([OH:5])([CH3:4])([CH3:3])C.[C:6]([CH2:9][C:10](=[O:12])[CH3:11])(=[O:8])[CH3:7].Br[CH2:14][C:15]1[CH:20]=[C:19]([C:21]([CH3:24])([CH3:23])[CH3:22])[CH:18]=[C:17]([CH2:25]Br)[CH:16]=1.[I-].[K+].[CH2:29]([O:31]CC)[CH3:30]. (7) Given the product [C:27]1([C:36]2[CH:41]=[CH:40][CH:39]=[CH:38][CH:37]=2)[CH:32]=[CH:31][CH:30]=[CH:29][C:28]=1[C:33]([C:21]1[N:13]2[C:12]([CH2:11][N:10]([C:8](=[O:9])[CH2:7][O:6][C:5]3[CH:24]=[CH:25][C:2]([Cl:1])=[CH:3][C:4]=3[CH3:26])[C:16]3[CH:17]=[CH:18][CH:19]=[CH:20][C:15]=3[CH2:14]2)=[CH:23][CH:22]=1)=[O:34], predict the reactants needed to synthesize it. The reactants are: [Cl:1][C:2]1[CH:25]=[CH:24][C:5]([O:6][CH2:7][C:8]([N:10]2[C:16]3[CH:17]=[CH:18][CH:19]=[CH:20][C:15]=3[CH2:14][N:13]3[CH:21]=[CH:22][CH:23]=[C:12]3[CH2:11]2)=[O:9])=[C:4]([CH3:26])[CH:3]=1.[C:27]1([C:36]2[CH:41]=[CH:40][CH:39]=[CH:38][CH:37]=2)[C:28]([C:33](Cl)=[O:34])=[CH:29][CH:30]=[CH:31][CH:32]=1.